From a dataset of Forward reaction prediction with 1.9M reactions from USPTO patents (1976-2016). Predict the product of the given reaction. (1) Given the reactants Cl[CH2:2][C:3]1[C:4]([S:9][C:10]2[CH:15]=[CH:14][CH:13]=[CH:12][CH:11]=2)=[N:5][CH:6]=[CH:7][CH:8]=1.C([O:18][C:19](=[O:31])[CH2:20][CH2:21][C:22]1[CH:27]=[C:26]([F:28])[C:25]([OH:29])=[C:24]([F:30])[CH:23]=1)C, predict the reaction product. The product is: [F:28][C:26]1[CH:27]=[C:22]([CH2:21][CH2:20][C:19]([OH:31])=[O:18])[CH:23]=[C:24]([F:30])[C:25]=1[O:29][CH2:2][C:3]1[C:4]([S:9][C:10]2[CH:15]=[CH:14][CH:13]=[CH:12][CH:11]=2)=[N:5][CH:6]=[CH:7][CH:8]=1. (2) Given the reactants [CH2:1]([C@@:4]1([CH3:32])[CH2:9][C@H:8]([C:10]2[CH:15]=[CH:14][CH:13]=[C:12]([Cl:16])[CH:11]=2)[C@@H:7]([C:17]2[CH:22]=[CH:21][C:20]([Cl:23])=[CH:19][CH:18]=2)[N:6]([C@@H:24]([CH2:29][CH3:30])[C:25]([O:27]C)=[O:26])[C:5]1=[O:31])[CH:2]=[CH2:3].[OH-].[Na+], predict the reaction product. The product is: [CH2:1]([C@@:4]1([CH3:32])[CH2:9][C@H:8]([C:10]2[CH:15]=[CH:14][CH:13]=[C:12]([Cl:16])[CH:11]=2)[C@@H:7]([C:17]2[CH:18]=[CH:19][C:20]([Cl:23])=[CH:21][CH:22]=2)[N:6]([CH:24]([CH2:29][CH3:30])[C:25]([OH:27])=[O:26])[C:5]1=[O:31])[CH:2]=[CH2:3]. (3) Given the reactants CN(C([O:8][N:9]1[N:17]=[N:16][C:11]2[CH:12]=[CH:13][CH:14]=[CH:15][C:10]1=2)=[N+](C)C)C.[B-](F)(F)(F)F, predict the reaction product. The product is: [CH:13]1[CH:14]=[CH:15][C:10]2[N:9]([OH:8])[N:17]=[N:16][C:11]=2[CH:12]=1. (4) Given the reactants [Br:1][C:2]1[CH:3]2O[CH:10]([CH:11]=1)[C:9]1[C:4]2=[CH:5][CH:6]=[C:7]([C:13]([F:16])([F:15])[F:14])[CH:8]=1.[I-].[Na+].C[Si](Cl)(C)C, predict the reaction product. The product is: [Br:1][C:2]1[CH:11]=[CH:10][C:9]2[C:4](=[CH:5][CH:6]=[C:7]([C:13]([F:14])([F:15])[F:16])[CH:8]=2)[CH:3]=1. (5) Given the reactants C[O:2][C:3]([C:5]1([C:8]2[CH:9]=[CH:10][C:11]3[O:15][CH2:14][C:13]([CH3:17])([CH3:16])[C:12]=3[CH:18]=2)[CH2:7][CH2:6]1)=[O:4].[Li+].[OH-].Cl, predict the reaction product. The product is: [CH3:16][C:13]1([CH3:17])[C:12]2[CH:18]=[C:8]([C:5]3([C:3]([OH:4])=[O:2])[CH2:6][CH2:7]3)[CH:9]=[CH:10][C:11]=2[O:15][CH2:14]1. (6) Given the reactants Br[C:2]1[C:10]2[N:9]3[CH2:11][CH2:12][NH:13][C:14](=[O:15])[C:8]3=[CH:7][C:6]=2[CH:5]=[C:4]([C:16]#[N:17])[CH:3]=1.[F:18][C:19]1[N:24]=[CH:23][C:22](B(O)O)=[CH:21][CH:20]=1, predict the reaction product. The product is: [F:18][C:19]1[N:24]=[CH:23][C:22]([C:2]2[C:10]3[N:9]4[CH2:11][CH2:12][NH:13][C:14](=[O:15])[C:8]4=[CH:7][C:6]=3[CH:5]=[C:4]([C:16]#[N:17])[CH:3]=2)=[CH:21][CH:20]=1. (7) Given the reactants [CH2:1]([N:3]1[CH:7]=[C:6]([CH:8]=[O:9])[C:5]([CH3:10])=[N:4]1)[CH3:2].C(=O)([O-])[O-].[K+].[K+].[Cl:17][C:18]1[N:23]=C(Cl)C=[CH:20][N:19]=1, predict the reaction product. The product is: [Cl:17][C:18]1[N:23]=[C:1]([N:3]2[CH:7]=[C:6]([CH:8]=[O:9])[C:5]([CH3:10])=[N:4]2)[CH:2]=[CH:20][N:19]=1. (8) Given the reactants Cl.[F:2][C:3]([F:17])([F:16])[C:4]1[CH:5]=[C:6]([N:10]2[CH2:14][CH2:13][C:12]([NH2:15])=[N:11]2)[CH:7]=[CH:8][CH:9]=1.C(N(CC)CC)C.ClC1C(=O)C(C#N)=C(C#N)C(=O)C=1Cl.Cl, predict the reaction product. The product is: [F:17][C:3]([F:2])([F:16])[C:4]1[CH:5]=[C:6]([N:10]2[CH:14]=[CH:13][C:12]([NH2:15])=[N:11]2)[CH:7]=[CH:8][CH:9]=1. (9) Given the reactants Cl[CH2:2][CH2:3][C:4]([C:6]1[CH:11]=[CH:10][C:9]([F:12])=[CH:8][CH:7]=1)=[O:5].S(=O)(=O)(O)O, predict the reaction product. The product is: [F:12][C:9]1[CH:8]=[C:7]2[C:6](=[CH:11][CH:10]=1)[C:4](=[O:5])[CH2:3][CH2:2]2. (10) Given the reactants [CH3:1][C:2]1[CH:7]=[C:6]([C:8]#[C:9][C:10]2[N:11]=[C:12]([CH3:15])[NH:13][CH:14]=2)[CH:5]=[CH:4][N:3]=1.Br[CH2:17][CH2:18][O:19][CH3:20], predict the reaction product. The product is: [CH3:20][O:19][CH2:18][CH2:17][N:13]1[CH:14]=[C:10]([C:9]#[C:8][C:6]2[CH:5]=[CH:4][N:3]=[C:2]([CH3:1])[CH:7]=2)[N:11]=[C:12]1[CH3:15].